Task: Predict the product of the given reaction.. Dataset: Forward reaction prediction with 1.9M reactions from USPTO patents (1976-2016) The product is: [F:18][CH:2]([F:1])[O:3][C:4]1[CH:12]=[C:11]2[C:7]([C:8]([N:19]=[C:20]=[O:21])=[CH:9][NH:10]2)=[CH:6][CH:5]=1. Given the reactants [F:1][CH:2]([F:18])[O:3][C:4]1[CH:12]=[C:11]2[C:7]([C:8](C(N=[N+]=[N-])=O)=[CH:9][NH:10]2)=[CH:6][CH:5]=1.[N-:19]=[C:20]=[O:21], predict the reaction product.